This data is from Catalyst prediction with 721,799 reactions and 888 catalyst types from USPTO. The task is: Predict which catalyst facilitates the given reaction. (1) Reactant: C([O:4][C:5]1[C:14]([O:15][CH3:16])=[CH:13][CH:12]=[C:11]2[C:6]=1[CH2:7][CH2:8][CH2:9][CH2:10]2)(=O)C.C(C1C(=O)C(Cl)=C(Cl)C(=[O:22])C=1C#N)#N.C1(=O)C2C(=CC=CC=2)CCC1. Product: [OH:4][C:5]1[C:14]([O:15][CH3:16])=[CH:13][CH:12]=[C:11]2[C:6]=1[CH2:7][CH2:8][CH2:9][C:10]2=[O:22]. The catalyst class is: 38. (2) Reactant: [CH:1]([C:3]1[C:12]2[C:7](=[CH:8][CH:9]=[C:10]([C:13]#[N:14])[CH:11]=2)[N:6]=[CH:5][CH:4]=1)=[CH2:2].[C:15]([O:19][C:20](=[O:28])[NH:21][CH:22]1[CH2:27][CH2:26][NH:25][CH2:24][CH2:23]1)([CH3:18])([CH3:17])[CH3:16]. Product: [C:15]([O:19][C:20](=[O:28])[NH:21][CH:22]1[CH2:27][CH2:26][N:25]([CH2:2][CH2:1][C:3]2[C:12]3[C:7](=[CH:8][CH:9]=[C:10]([C:13]#[N:14])[CH:11]=3)[N:6]=[CH:5][CH:4]=2)[CH2:24][CH2:23]1)([CH3:18])([CH3:16])[CH3:17]. The catalyst class is: 22. (3) Reactant: C([Li])CCC.[CH3:6][N:7]([CH2:9][CH2:10][OH:11])C.[Cl:12][C:13]1C=NC=[CH:17][CH:18]=1.CN(C=O)C.[Cl-].[NH4+]. Product: [Cl:12][C:13]1[C:9]([CH:10]=[O:11])=[N:7][CH:6]=[CH:17][CH:18]=1. The catalyst class is: 323. (4) Reactant: [Cl:1][C:2]1[CH:11]=[CH:10][C:5]([C:6]([O:8]C)=[O:7])=[CH:4][C:3]=1[C:12]([O:14][C:15]([CH3:18])([CH3:17])[CH3:16])=[O:13].[OH-].[Li+]. Product: [C:15]([O:14][C:12]([C:3]1[CH:4]=[C:5]([CH:10]=[CH:11][C:2]=1[Cl:1])[C:6]([OH:8])=[O:7])=[O:13])([CH3:18])([CH3:16])[CH3:17]. The catalyst class is: 20. (5) Reactant: [CH3:1][O:2][CH:3]([O:24][CH3:25])[CH2:4][N:5]1[CH:10]=[CH:9][C:8](=[O:11])[C:7]([O:12][CH2:13][C:14]2[CH:19]=[CH:18][CH:17]=[CH:16][CH:15]=2)=[C:6]1[C:20]([O:22][CH3:23])=[O:21].C1C(=O)N([Br:33])C(=O)C1. Product: [CH3:25][O:24][CH:3]([O:2][CH3:1])[CH2:4][N:5]1[CH:10]=[C:9]([Br:33])[C:8](=[O:11])[C:7]([O:12][CH2:13][C:14]2[CH:19]=[CH:18][CH:17]=[CH:16][CH:15]=2)=[C:6]1[C:20]([O:22][CH3:23])=[O:21]. The catalyst class is: 4. (6) Reactant: [NH2:1][S:2]([C:5]1[CH:6]=[C:7]([C:11]2[C:12]([N:28]3[CH2:33][CH2:32][CH:31]([C:34]([O:36]CC)=[O:35])[CH2:30][CH2:29]3)=[N:13][C:14]([C:24]([F:27])([F:26])[F:25])=[N:15][C:16]=2[C:17]2[CH:22]=[CH:21][C:20]([F:23])=[CH:19][CH:18]=2)[CH:8]=[CH:9][CH:10]=1)(=[O:4])=[O:3].O.[OH-].[Li+].Cl. Product: [NH2:1][S:2]([C:5]1[CH:6]=[C:7]([C:11]2[C:12]([N:28]3[CH2:33][CH2:32][CH:31]([C:34]([OH:36])=[O:35])[CH2:30][CH2:29]3)=[N:13][C:14]([C:24]([F:27])([F:25])[F:26])=[N:15][C:16]=2[C:17]2[CH:22]=[CH:21][C:20]([F:23])=[CH:19][CH:18]=2)[CH:8]=[CH:9][CH:10]=1)(=[O:3])=[O:4]. The catalyst class is: 30. (7) Reactant: Cl[C:2]1[C:7]([N+:8]([O-:10])=[O:9])=[CH:6][C:5]([I:11])=[CH:4][N:3]=1.Cl.[NH2:13][C:14]([CH3:20])([CH3:19])[C:15]([O:17][CH3:18])=[O:16].C(N(CC)CC)C. Product: [CH3:18][O:17][C:15](=[O:16])[C:14]([NH:13][C:2]1[C:7]([N+:8]([O-:10])=[O:9])=[CH:6][C:5]([I:11])=[CH:4][N:3]=1)([CH3:20])[CH3:19]. The catalyst class is: 8. (8) Reactant: [CH3:1][O:2][C:3](=[O:39])[CH2:4][C@H:5]([C:14]1[CH:19]=[CH:18][C:17]([C:20]2[C:28]3[C:27]([NH2:29])=[N:26][CH:25]=[N:24][C:23]=3[N:22]([S:30]([C:33]3[CH:38]=[CH:37][CH:36]=[CH:35][CH:34]=3)(=[O:32])=[O:31])[CH:21]=2)=[CH:16][CH:15]=1)[NH:6]C(OC(C)(C)C)=O.Cl. Product: [NH2:6][C@@H:5]([C:14]1[CH:19]=[CH:18][C:17]([C:20]2[C:28]3[C:27]([NH2:29])=[N:26][CH:25]=[N:24][C:23]=3[N:22]([S:30]([C:33]3[CH:34]=[CH:35][CH:36]=[CH:37][CH:38]=3)(=[O:31])=[O:32])[CH:21]=2)=[CH:16][CH:15]=1)[CH2:4][C:3]([O:2][CH3:1])=[O:39]. The catalyst class is: 5. (9) Reactant: Cl[CH:2]([C:4]1[CH:14]=[CH:13][C:7]([O:8][CH2:9][C:10]([NH2:12])=[O:11])=[C:6]([C:15]#[N:16])[CH:5]=1)[CH3:3].[OH-:17].[K+]. Product: [NH2:16][C:15]1[C:6]2[CH:5]=[C:4]([CH:2]([OH:17])[CH3:3])[CH:14]=[CH:13][C:7]=2[O:8][C:9]=1[C:10]([NH2:12])=[O:11]. The catalyst class is: 162. (10) The catalyst class is: 2. Product: [NH2:40][C@H:10]([CH2:9][C:3]1[CH:4]=[CH:5][C:6]([Cl:8])=[CH:7][C:2]=1[Cl:1])[C:11]([N:13]1[CH2:18][CH2:17][CH:16]([N:19]2[N:28]=[C:27]([C:29]3[CH:34]=[CH:33][C:32]([O:35][CH3:36])=[C:31]([O:37][CH3:38])[CH:30]=3)[C@@H:26]3[C@@H:21]([CH2:22][CH2:23][CH2:24][CH2:25]3)[C:20]2=[O:39])[CH2:15][CH2:14]1)=[O:12]. Reactant: [Cl:1][C:2]1[CH:7]=[C:6]([Cl:8])[CH:5]=[CH:4][C:3]=1[CH2:9][C@@H:10]([NH:40]C(=O)OC(C)(C)C)[C:11]([N:13]1[CH2:18][CH2:17][CH:16]([N:19]2[N:28]=[C:27]([C:29]3[CH:34]=[CH:33][C:32]([O:35][CH3:36])=[C:31]([O:37][CH3:38])[CH:30]=3)[C@@H:26]3[C@@H:21]([CH2:22][CH2:23][CH2:24][CH2:25]3)[C:20]2=[O:39])[CH2:15][CH2:14]1)=[O:12].FC(F)(F)C(O)=O.C(=O)(O)[O-].[Na+].